This data is from Peptide-MHC class I binding affinity with 185,985 pairs from IEDB/IMGT. The task is: Regression. Given a peptide amino acid sequence and an MHC pseudo amino acid sequence, predict their binding affinity value. This is MHC class I binding data. (1) The peptide sequence is AAIDLSHFL. The MHC is HLA-B57:01 with pseudo-sequence HLA-B57:01. The binding affinity (normalized) is 0.136. (2) The peptide sequence is RVFNGDDVK. The MHC is HLA-A11:01 with pseudo-sequence HLA-A11:01. The binding affinity (normalized) is 0.489. (3) The binding affinity (normalized) is 0.213. The peptide sequence is VYTNAIQYV. The MHC is HLA-A02:01 with pseudo-sequence HLA-A02:01. (4) The peptide sequence is TPVSMTYLY. The MHC is HLA-B54:01 with pseudo-sequence HLA-B54:01. The binding affinity (normalized) is 0.364. (5) The peptide sequence is KTGGPIYKR. The MHC is HLA-A68:01 with pseudo-sequence HLA-A68:01. The binding affinity (normalized) is 0.588.